Dataset: NCI-60 drug combinations with 297,098 pairs across 59 cell lines. Task: Regression. Given two drug SMILES strings and cell line genomic features, predict the synergy score measuring deviation from expected non-interaction effect. Drug 1: C(CC(=O)O)C(=O)CN.Cl. Drug 2: C1=CN(C=N1)CC(O)(P(=O)(O)O)P(=O)(O)O. Cell line: NCIH23. Synergy scores: CSS=3.85, Synergy_ZIP=-2.41, Synergy_Bliss=2.08, Synergy_Loewe=0.892, Synergy_HSA=1.46.